Dataset: Peptide-MHC class I binding affinity with 185,985 pairs from IEDB/IMGT. Task: Regression. Given a peptide amino acid sequence and an MHC pseudo amino acid sequence, predict their binding affinity value. This is MHC class I binding data. (1) The peptide sequence is TNPYPTGPGT. The MHC is Mamu-B08 with pseudo-sequence Mamu-B08. The binding affinity (normalized) is 0. (2) The peptide sequence is AEWVLAYML. The MHC is HLA-B40:02 with pseudo-sequence HLA-B40:02. The binding affinity (normalized) is 0.871. (3) The peptide sequence is EEMEITTHF. The MHC is HLA-B18:01 with pseudo-sequence HLA-B18:01. The binding affinity (normalized) is 0.749. (4) The peptide sequence is ESRDRKWLY. The MHC is HLA-A02:01 with pseudo-sequence HLA-A02:01. The binding affinity (normalized) is 0. (5) The peptide sequence is IAGGVCYYL. The MHC is HLA-A02:01 with pseudo-sequence HLA-A02:01. The binding affinity (normalized) is 0.301. (6) The peptide sequence is FTFDNSKFV. The MHC is HLA-B40:01 with pseudo-sequence HLA-B40:01. The binding affinity (normalized) is 0.0847. (7) The peptide sequence is FMSLQSGDV. The MHC is HLA-B40:01 with pseudo-sequence HLA-B40:01. The binding affinity (normalized) is 0.0847. (8) The peptide sequence is ITKGLGISYGR. The MHC is HLA-A68:01 with pseudo-sequence HLA-A68:01. The binding affinity (normalized) is 0.762.